Regression. Given a peptide amino acid sequence and an MHC pseudo amino acid sequence, predict their binding affinity value. This is MHC class I binding data. From a dataset of Peptide-MHC class I binding affinity with 185,985 pairs from IEDB/IMGT. (1) The peptide sequence is TLNEDLLEI. The MHC is HLA-A02:03 with pseudo-sequence HLA-A02:03. The binding affinity (normalized) is 0.926. (2) The peptide sequence is ETIEILRNY. The MHC is HLA-A24:03 with pseudo-sequence HLA-A24:03. The binding affinity (normalized) is 0.0847. (3) The peptide sequence is IYIEGLMHN. The MHC is HLA-A03:01 with pseudo-sequence HLA-A03:01. The binding affinity (normalized) is 0.